From a dataset of Forward reaction prediction with 1.9M reactions from USPTO patents (1976-2016). Predict the product of the given reaction. The product is: [CH3:32][C:28]1[CH:29]=[CH:30][CH:31]=[C:2]([CH3:1])[C:3]=1[CH2:4][NH:5][C:6]1[CH:7]=[C:8]2[C:13](=[CH:14][C:15]=1[F:16])[N:12]=[C:11]([N:17]1[CH:21]=[C:20]([C:22]([OH:24])=[O:23])[CH:19]=[N:18]1)[N:10]=[C:9]2[N:33]1[CH2:37][CH2:36][CH2:35][CH2:34]1. Given the reactants [CH3:1][C:2]1[CH:31]=[CH:30][CH:29]=[C:28]([CH3:32])[C:3]=1[CH2:4][NH:5][C:6]1[CH:7]=[C:8]2[C:13](=[CH:14][C:15]=1[F:16])[N:12]=[C:11]([N:17]1[CH:21]=[C:20]([C:22]([O:24]CC)=[O:23])[CH:19]=[N:18]1)[NH:10][C:9]2=O.[NH:33]1[CH2:37][CH2:36][CH2:35][CH2:34]1, predict the reaction product.